Dataset: Full USPTO retrosynthesis dataset with 1.9M reactions from patents (1976-2016). Task: Predict the reactants needed to synthesize the given product. (1) Given the product [Cl:3][C:4]1[C:13]2[C:8](=[CH:9][C:10]([CH2:15][N:16]([CH3:2])[C:17]3[CH:24]=[CH:23][C:20]([C:21]#[N:22])=[CH:19][CH:18]=3)=[C:11]([CH3:14])[CH:12]=2)[N:7]=[C:6]([CH3:25])[CH:5]=1, predict the reactants needed to synthesize it. The reactants are: I[CH3:2].[Cl:3][C:4]1[C:13]2[C:8](=[CH:9][C:10]([CH2:15][NH:16][C:17]3[CH:24]=[CH:23][C:20]([C:21]#[N:22])=[CH:19][CH:18]=3)=[C:11]([CH3:14])[CH:12]=2)[N:7]=[C:6]([CH3:25])[CH:5]=1. (2) Given the product [C:12]([C:13]1[CH:14]=[C:15]([NH2:16])[N:9]([C:5]2[CH:6]=[CH:7][CH:8]=[C:3]([F:2])[CH:4]=2)[N:10]=1)([CH3:19])([CH3:18])[CH3:11], predict the reactants needed to synthesize it. The reactants are: Cl.[F:2][C:3]1[CH:4]=[C:5]([NH:9][NH2:10])[CH:6]=[CH:7][CH:8]=1.[CH3:11][C:12]([CH3:19])([CH3:18])[C:13](=O)[CH2:14][C:15]#[N:16]. (3) Given the product [F:31][C:25]1[CH:26]=[C:27]([F:30])[CH:28]=[CH:29][C:24]=1[CH2:23][N:12]1[C:13]2=[CH:14][N:15]=[C:16]([C:19](=[O:20])[NH:21][OH:22])[CH:17]=[C:18]2[CH:10]=[C:11]1[C:47]([O:49][CH2:50][CH3:51])=[O:48], predict the reactants needed to synthesize it. The reactants are: C(OC[C:10]1[C:18]2[C:13](=[CH:14][N:15]=[C:16]([C:19]([NH:21][OH:22])=[O:20])[CH:17]=2)[N:12]([CH2:23][C:24]2[CH:29]=[CH:28][C:27]([F:30])=[CH:26][C:25]=2[F:31])[CH:11]=1)C1C=CC=CC=1.FC1C=C(F)C=CC=1CN1C2=CN=C(C=O)C=C2C=C1[C:47]([O:49][CH2:50][CH3:51])=[O:48]. (4) The reactants are: [CH2:1]=[CH:2][C:3]1[CH:8]=[CH:7][CH:6]=[CH:5][CH:4]=1.C([Al](CC(C)C)CC(C)C)C(C)C.[C:22]1(C)[CH:27]=CC=[CH:24][CH:23]=1.Cl(O)(=O)=O.C(O)C. Given the product [CH2:1]=[CH:2][C:3]1[CH:8]=[CH:7][CH:6]=[CH:5][CH:4]=1.[CH2:27]=[CH:22][CH:23]=[CH2:24], predict the reactants needed to synthesize it. (5) Given the product [F:5][C:6]1[C:14]([O:15][CH3:16])=[C:13]([F:17])[C:12]([F:18])=[CH:11][C:7]=1[C:8]([CH2:20][C:21]([O:23][CH2:24][CH3:25])=[O:22])=[O:10], predict the reactants needed to synthesize it. The reactants are: S(Cl)(Cl)=O.[F:5][C:6]1[C:14]([O:15][CH3:16])=[C:13]([F:17])[C:12]([F:18])=[CH:11][C:7]=1[C:8]([OH:10])=O.C(OCC)(=O)[CH2:20][C:21]([O:23][CH2:24][CH3:25])=[O:22].[O-]CC.[Mg+2].[O-]CC.S(=O)(=O)(O)O. (6) Given the product [NH2:12][CH2:11][C:4]1([OH:3])[CH2:10][CH2:9][CH2:8][CH2:7][CH2:6][CH2:5]1, predict the reactants needed to synthesize it. The reactants are: C[Si](C)(C)[O:3][C:4]1([C:11]#[N:12])[CH2:10][CH2:9][CH2:8][CH2:7][CH2:6][CH2:5]1.[H-].[Al+3].[Li+].[H-].[H-].[H-]. (7) Given the product [N:12]1[CH:13]=[CH:14][CH:15]=[CH:16][C:11]=1[O:10][C:9]1[CH:17]=[CH:18][C:6]([C:4]([OH:5])=[O:3])=[CH:7][CH:8]=1, predict the reactants needed to synthesize it. The reactants are: C([O:3][C:4]([C:6]1[CH:18]=[CH:17][C:9]([O:10][C:11]2[CH:16]=[CH:15][CH:14]=[CH:13][N:12]=2)=[CH:8][CH:7]=1)=[O:5])C.[OH-].[Na+].